This data is from Catalyst prediction with 721,799 reactions and 888 catalyst types from USPTO. The task is: Predict which catalyst facilitates the given reaction. (1) Reactant: [F:1][C:2]1[CH:7]=[C:6]([O:8][CH2:9][CH2:10][C@@H:11]2[CH2:13][C@@H:12]2[CH:14]2[CH2:19][CH2:18][N:17]([C:20]3[O:24][N:23]=[C:22]([CH2:25][O:26][CH3:27])[N:21]=3)[CH2:16][CH2:15]2)[CH:5]=[C:4]([F:28])[C:3]=1[CH2:29][C:30]([OH:32])=O.[NH:33]1[CH2:36][CH2:35][CH2:34]1.C(N(CC)C(C)C)(C)C.CN(C(ON1N=NC2C=CC=NC1=2)=[N+](C)C)C.[F:63][P-](F)(F)(F)(F)F. Product: [F:1][C:2]1[CH:7]=[C:6]([CH:5]=[C:4]([F:28])[C:3]=1[CH2:29][C:30]([N:33]1[CH2:36][CH:35]([F:63])[CH2:34]1)=[O:32])[O:8][CH2:9][CH2:10][C@@H:11]1[CH2:13][C@@H:12]1[CH:14]1[CH2:19][CH2:18][N:17]([C:20]2[O:24][N:23]=[C:22]([CH2:25][O:26][CH3:27])[N:21]=2)[CH2:16][CH2:15]1. The catalyst class is: 3. (2) Reactant: C([O:8][CH2:9][CH:10]1[O:24][C:14]2=[C:15]3[C:20](=[CH:21][CH:22]=[C:13]2[O:12][CH2:11]1)[N:19]=[C:18]([CH3:23])[CH:17]=[CH:16]3)C1C=CC=CC=1.C1CCCCC=1. Product: [CH3:23][C:18]1[CH:17]=[CH:16][C:15]2[C:20](=[CH:21][CH:22]=[C:13]3[O:12][CH2:11][C@@H:10]([CH2:9][OH:8])[O:24][C:14]3=2)[N:19]=1. The catalyst class is: 50. (3) Reactant: [C:1]([N:9]([CH2:20][C:21]1[CH:26]=[CH:25][C:24]([O:27][CH2:28][C:29]2[CH:34]=[CH:33][CH:32]=[CH:31][C:30]=2[F:35])=[C:23]([O:36][CH3:37])[CH:22]=1)[CH2:10][CH2:11][NH:12]C(=O)OC(C)(C)C)(=[O:8])[C:2]1[CH:7]=[CH:6][CH:5]=[CH:4][CH:3]=1.[F:38][C:39]([F:44])([F:43])[C:40]([OH:42])=[O:41]. Product: [F:38][C:39]([F:44])([F:43])[C:40]([OH:42])=[O:41].[NH2:12][CH2:11][CH2:10][N:9]([CH2:20][C:21]1[CH:26]=[CH:25][C:24]([O:27][CH2:28][C:29]2[CH:34]=[CH:33][CH:32]=[CH:31][C:30]=2[F:35])=[C:23]([O:36][CH3:37])[CH:22]=1)[C:1](=[O:8])[C:2]1[CH:7]=[CH:6][CH:5]=[CH:4][CH:3]=1. The catalyst class is: 4.